From a dataset of Full USPTO retrosynthesis dataset with 1.9M reactions from patents (1976-2016). Predict the reactants needed to synthesize the given product. (1) Given the product [Cl:1][C:2]1[CH:3]=[C:4]([C@@H:8]2[C@@H:13]([C:14]3[CH:19]=[CH:18][C:17]([Cl:20])=[CH:16][CH:15]=3)[N:12]([CH:21]3[CH2:25][CH2:24][CH:23]=[CH:22]3)[C:11](=[O:26])[C@:10]([CH2:28][CH:29]=[O:32])([CH3:27])[CH2:9]2)[CH:5]=[CH:6][CH:7]=1, predict the reactants needed to synthesize it. The reactants are: [Cl:1][C:2]1[CH:3]=[C:4]([C@@H:8]2[C@@H:13]([C:14]3[CH:19]=[CH:18][C:17]([Cl:20])=[CH:16][CH:15]=3)[N:12]([CH:21]3[CH2:25][CH2:24][CH:23]=[CH:22]3)[C:11](=[O:26])[C@:10]([CH2:28][CH:29]([OH:32])CO)([CH3:27])[CH2:9]2)[CH:5]=[CH:6][CH:7]=1.I([O-])(=O)(=O)=O.[Na+]. (2) Given the product [Cl:1][C:2]1[C:3]([F:13])=[CH:4][CH:5]=[C:6]2[C:11]=1[C:10](=[O:12])[N:9]([C:15]1[CH:16]=[N:17][CH:18]=[CH:19][C:20]=1[CH3:21])[CH2:8][CH2:7]2, predict the reactants needed to synthesize it. The reactants are: [Cl:1][C:2]1[C:3]([F:13])=[CH:4][CH:5]=[C:6]2[C:11]=1[C:10](=[O:12])[NH:9][CH2:8][CH2:7]2.I[C:15]1[CH:16]=[N:17][CH:18]=[CH:19][C:20]=1[CH3:21].P([O-])([O-])([O-])=O.[K+].[K+].[K+]. (3) The reactants are: S.[Na].[Br:3][C:4]1[C:13]([O:14][CH3:15])=[C:12]2[C:7]([C:8](=[O:27])[C:9]([C:22]([O:24][CH2:25][CH3:26])=[O:23])=[C:10]([S:19](C)=O)[N:11]2[CH:16]2[CH2:18][CH2:17]2)=[CH:6][CH:5]=1. Given the product [Br:3][C:4]1[C:13]([O:14][CH3:15])=[C:12]2[C:7]([C:8](=[O:27])[C:9]([C:22]([O:24][CH2:25][CH3:26])=[O:23])=[C:10]([SH:19])[N:11]2[CH:16]2[CH2:17][CH2:18]2)=[CH:6][CH:5]=1, predict the reactants needed to synthesize it. (4) Given the product [F:1][C:2]1[CH:21]=[CH:20][C:5]([C:6]2[NH:13][C:11](=[O:12])[C:10]3[C:9](=[C:17]([O:18][CH3:19])[CH:16]=[CH:15][CH:14]=3)[N:8]=2)=[CH:4][CH:3]=1, predict the reactants needed to synthesize it. The reactants are: [F:1][C:2]1[CH:21]=[CH:20][C:5]([C:6]([NH:8][C:9]2[C:17]([O:18][CH3:19])=[CH:16][CH:15]=[CH:14][C:10]=2[C:11]([NH2:13])=[O:12])=O)=[CH:4][CH:3]=1.